This data is from Retrosynthesis with 50K atom-mapped reactions and 10 reaction types from USPTO. The task is: Predict the reactants needed to synthesize the given product. Given the product O[C@H]1C[C@H]2CNC[C@@H](C(c3ccccc3)c3ccccc3)N2C1, predict the reactants needed to synthesize it. The reactants are: CC(C)(C)OC(=O)N1C[C@@H]2C[C@H](O)CN2[C@H](C(c2ccccc2)c2ccccc2)C1.